From a dataset of Reaction yield outcomes from USPTO patents with 853,638 reactions. Predict the reaction yield, written as a fraction of the theoretical maximum amount of product (1.0 means a 100% yield; for example, 0.34 means a 34% yield). (1) The reactants are [Br:1][C:2]1[CH:3]=[C:4]([OH:9])[CH:5]=[CH:6][C:7]=1[F:8].C(=O)([O-])[O-].[K+].[K+].[CH3:16][O:17][C:18]1[CH:25]=[CH:24][C:21]([CH2:22]Cl)=[CH:20][CH:19]=1. The catalyst is CN(C=O)C. The product is [Br:1][C:2]1[CH:3]=[C:4]([O:9][CH2:22][C:21]2[CH:24]=[CH:25][C:18]([O:17][CH3:16])=[CH:19][CH:20]=2)[CH:5]=[CH:6][C:7]=1[F:8]. The yield is 1.00. (2) The reactants are Cl[C:2]1[CH:3]=[C:4]([F:9])[C:5]([F:8])=[N:6][CH:7]=1.CC(C1C=C(C(C)C)C(C2C=CC=CC=2P(C2CCCCC2)C2CCCCC2)=C(C(C)C)C=1)C.[CH3:44][C:45]1[CH:49]=[C:48]([Sn](C)(C)C)[S:47][N:46]=1. The catalyst is O1CCOCC1.C([O-])(=O)C.[Pd+2].C([O-])(=O)C. The product is [F:8][C:5]1[C:4]([F:9])=[CH:3][C:2]([C:48]2[S:47][N:46]=[C:45]([CH3:44])[CH:49]=2)=[CH:7][N:6]=1. The yield is 0.980.